This data is from Merck oncology drug combination screen with 23,052 pairs across 39 cell lines. The task is: Regression. Given two drug SMILES strings and cell line genomic features, predict the synergy score measuring deviation from expected non-interaction effect. (1) Drug 1: CC1CC2C3CCC4=CC(=O)C=CC4(C)C3(F)C(O)CC2(C)C1(O)C(=O)CO. Drug 2: O=C(O)C1(Cc2cccc(Nc3nccs3)n2)CCC(Oc2cccc(Cl)c2F)CC1. Cell line: SKMES1. Synergy scores: synergy=-11.6. (2) Drug 1: C#Cc1cccc(Nc2ncnc3cc(OCCOC)c(OCCOC)cc23)c1. Drug 2: CC(C)CC(NC(=O)C(Cc1ccccc1)NC(=O)c1cnccn1)B(O)O. Cell line: ZR751. Synergy scores: synergy=13.7.